Predict which catalyst facilitates the given reaction. From a dataset of Catalyst prediction with 721,799 reactions and 888 catalyst types from USPTO. (1) Reactant: [CH3:1][CH:2](O)[C:3]#[CH:4].[C:6]1(=[O:16])[NH:10][C:9](=[O:11])[C:8]2=[CH:12][CH:13]=[CH:14][CH:15]=[C:7]12.C1(P(C2C=CC=CC=2)C2C=CC=CC=2)C=CC=CC=1.N(C(OCC)=O)=NC(OCC)=O. Product: [CH3:4][CH:3]([N:10]1[C:6](=[O:16])[C:7]2[C:8](=[CH:12][CH:13]=[CH:14][CH:15]=2)[C:9]1=[O:11])[C:2]#[CH:1]. The catalyst class is: 7. (2) Reactant: [CH2:1]([N:8]([CH2:21][C:22]1[CH:32]=[CH:31][C:25]([N:26](CC)CC)=[CH:24][CH:23]=1)[CH2:9][C:10]1[CH:15]=[CH:14][C:13]([N:16](CC)CC)=[CH:12][CH:11]=1)[C:2]1[CH:7]=[CH:6][CH:5]=[CH:4][CH:3]=1.[ClH:33]. Product: [Cl-:33].[NH2:16][C:13]1[CH:14]=[CH:15][C:10]([CH2:9][NH+:8]([CH2:21][C:22]2[CH:23]=[CH:24][C:25]([NH2:26])=[CH:31][CH:32]=2)[CH2:1][C:2]2[CH:7]=[CH:6][CH:5]=[CH:4][CH:3]=2)=[CH:11][CH:12]=1. The catalyst class is: 27. (3) Reactant: [Li]CCCC.Br[C:7]1[CH:28]=[CH:27][CH:26]=[CH:25][C:8]=1[CH:9]=[C:10]1[C:16]2[CH:17]=[CH:18][CH:19]=[CH:20][C:15]=2[CH2:14][CH2:13][C:12]2[CH:21]=[CH:22][CH:23]=[CH:24][C:11]1=2.[B:29](OC(C)C)([O:34]C(C)C)[O:30]C(C)C.Cl. Product: [CH:21]1[C:12]2[CH2:13][CH2:14][C:15]3[CH:20]=[CH:19][CH:18]=[CH:17][C:16]=3[C:10](=[CH:9][C:8]3[CH:25]=[CH:26][CH:27]=[CH:28][C:7]=3[B:29]([OH:34])[OH:30])[C:11]=2[CH:24]=[CH:23][CH:22]=1. The catalyst class is: 1. (4) Reactant: C([O:3][C:4]([C:6]1[CH:11]=[C:10]([CH3:12])[N:9]([CH3:13])[C:8](=[O:14])[C:7]=1[O:15][CH3:16])=[O:5])C.[OH-].[Na+]. Product: [CH3:16][O:15][C:7]1[C:8](=[O:14])[N:9]([CH3:13])[C:10]([CH3:12])=[CH:11][C:6]=1[C:4]([OH:5])=[O:3]. The catalyst class is: 5. (5) Reactant: [CH:1]1([CH2:4][NH:5][C:6]2[C:7]3[C:14]([CH:15]([OH:29])[C:16]4[C:17]([F:28])=[C:18]([NH:23][C:24](=[O:27])[O:25][CH3:26])[CH:19]=[CH:20][C:21]=4[F:22])=[CH:13][NH:12][C:8]=3[N:9]=[CH:10][N:11]=2)[CH2:3][CH2:2]1.I(C1C=CC=CC=1C(O)=O)(=O)=O.O. Product: [CH:1]1([CH2:4][NH:5][C:6]2[C:7]3[C:14]([C:15]([C:16]4[C:17]([F:28])=[C:18]([NH:23][C:24](=[O:27])[O:25][CH3:26])[CH:19]=[CH:20][C:21]=4[F:22])=[O:29])=[CH:13][NH:12][C:8]=3[N:9]=[CH:10][N:11]=2)[CH2:3][CH2:2]1. The catalyst class is: 16. (6) Reactant: Cl.O.[OH:3][C:4]12[C:15]3[C:10](=[C:11]([N+:16]([O-])=O)[CH:12]=[CH:13][CH:14]=3)[C:9](=[O:19])[C:8]1([NH:20][C:21](=[O:28])[C:22]1[CH:27]=[CH:26][CH:25]=[N:24][CH:23]=1)[C:7]1[CH:29]=[C:30]([CH3:34])[C:31]([CH3:33])=[CH:32][C:6]=1[O:5]2. Product: [NH2:16][C:11]1[CH:12]=[CH:13][CH:14]=[C:15]2[C:10]=1[C:9](=[O:19])[C:8]1([NH:20][C:21](=[O:28])[C:22]3[CH:27]=[CH:26][CH:25]=[N:24][CH:23]=3)[C:7]3[CH:29]=[C:30]([CH3:34])[C:31]([CH3:33])=[CH:32][C:6]=3[O:5][C:4]12[OH:3]. The catalyst class is: 186. (7) Reactant: [OH:1][CH:2]1[CH2:11][CH2:10][CH2:9][CH:8]2[C:3]1([C:14]1[CH:19]=[CH:18][CH:17]=[C:16]([O:20][CH3:21])[CH:15]=1)[CH2:4][CH2:5][C:6](=[O:13])[CH:7]2[CH3:12].[CH2:22](O)[CH2:23][OH:24].O.C1(C)C=CC(S(O)(=O)=O)=CC=1. Product: [CH3:21][O:20][C:16]1[CH:15]=[C:14]([C:3]23[CH:2]([OH:1])[CH2:11][CH2:10][CH2:9][CH:8]2[CH:7]([CH3:12])[C:6]2([O:24][CH2:23][CH2:22][O:13]2)[CH2:5][CH2:4]3)[CH:19]=[CH:18][CH:17]=1. The catalyst class is: 48. (8) Reactant: [C:1]1([CH3:19])[CH:6]=[CH:5][C:4]([S:7]([N:10]2[CH2:15][CH2:14][S:13][CH2:12][C@H:11]2[C:16]([OH:18])=[O:17])(=[O:9])=[O:8])=[CH:3][CH:2]=1.[O:20]([CH2:27][CH2:28][CH2:29]O)[C:21]1[CH:26]=[CH:25][CH:24]=[CH:23][CH:22]=1.C1CCC(N=C=NC2CCCCC2)CC1. Product: [O:20]([CH2:27][CH2:28][CH2:29][O:17][C:16]([C@@H:11]1[CH2:12][S:13][CH2:14][CH2:15][N:10]1[S:7]([C:4]1[CH:3]=[CH:2][C:1]([CH3:19])=[CH:6][CH:5]=1)(=[O:9])=[O:8])=[O:18])[C:21]1[CH:26]=[CH:25][CH:24]=[CH:23][CH:22]=1. The catalyst class is: 79. (9) Reactant: [CH3:1][C:2]1[C:7]([CH:8]([N:12]2[CH2:17][CH2:16][N:15]3[CH2:18][CH2:19][CH2:20][C@@H:14]3[CH2:13]2)[C:9]([O-:11])=O)=[CH:6][CH:5]=[C:4]([CH3:21])[N:3]=1.[K+].CCN(C(C)C)C(C)C.[B-](F)(F)(F)F.CCOC(C(C#N)=NOC(N(C)C)=[N+](C)C)=O.[F:54][C:55]([F:69])([F:68])[C:56]1[CH:57]=[C:58]([NH:66][NH2:67])[CH:59]=[C:60]([C:62]([F:65])([F:64])[F:63])[CH:61]=1. Product: [F:54][C:55]([F:68])([F:69])[C:56]1[CH:57]=[C:58]([NH:66][NH:67][C:9](=[O:11])[CH:8]([C:7]2[C:2]([CH3:1])=[N:3][C:4]([CH3:21])=[CH:5][CH:6]=2)[N:12]2[CH2:17][CH2:16][N:15]3[CH2:18][CH2:19][CH2:20][C@@H:14]3[CH2:13]2)[CH:59]=[C:60]([C:62]([F:65])([F:63])[F:64])[CH:61]=1. The catalyst class is: 2.